From a dataset of Full USPTO retrosynthesis dataset with 1.9M reactions from patents (1976-2016). Predict the reactants needed to synthesize the given product. (1) Given the product [CH3:1][S:2]([C:5]1[CH:10]=[CH:9][C:8]([NH:11][C:12]2[N:13]=[CH:14][N:15]=[C:16]([O:21][CH:22]3[CH2:27][CH2:26][N:25]([CH2:29][C:30](=[O:35])[C:31]([CH3:34])([CH3:33])[CH3:32])[CH2:24][CH2:23]3)[C:17]=2[N+:18]([O-:20])=[O:19])=[CH:7][CH:6]=1)(=[O:4])=[O:3], predict the reactants needed to synthesize it. The reactants are: [CH3:1][S:2]([C:5]1[CH:10]=[CH:9][C:8]([NH:11][C:12]2[C:17]([N+:18]([O-:20])=[O:19])=[C:16]([O:21][CH:22]3[CH2:27][CH2:26][NH:25][CH2:24][CH2:23]3)[N:15]=[CH:14][N:13]=2)=[CH:7][CH:6]=1)(=[O:4])=[O:3].Br[CH2:29][C:30](=[O:35])[C:31]([CH3:34])([CH3:33])[CH3:32].C(N(CC)CC)C. (2) Given the product [NH2:1][C:2]1[N:7]=[CH:6][N:5]=[C:4]([C:8]2[NH:12][C:11]([C:22]3[CH:27]=[C:26]([Cl:28])[CH:25]=[CH:24][C:23]=3[CH2:29][CH3:30])=[C:10]([C:31]#[N:32])[CH:9]=2)[CH:3]=1, predict the reactants needed to synthesize it. The reactants are: [NH2:1][C:2]1[N:7]=[CH:6][N:5]=[C:4]([C:8]2[N:12](S(C3C=CC=CC=3)(=O)=O)[C:11]([C:22]3[CH:27]=[C:26]([Cl:28])[CH:25]=[CH:24][C:23]=3[CH2:29][CH3:30])=[C:10]([C:31]#[N:32])[CH:9]=2)[CH:3]=1.O[Li].O. (3) Given the product [CH3:32][C:31]([CH3:34])([CH3:33])[C@H:26]([NH:25][C:35](=[O:43])[CH2:36][CH2:37][CH2:38][CH2:39][CH2:40][CH:41]=[CH2:42])[C:27]([O:29][CH3:30])=[O:28], predict the reactants needed to synthesize it. The reactants are: CN(C(ON1N=NC2C=CC=NC1=2)=[N+](C)C)C.F[P-](F)(F)(F)(F)F.[NH2:25][C@@H:26]([C:31]([CH3:34])([CH3:33])[CH3:32])[C:27]([O:29][CH3:30])=[O:28].[C:35](O)(=[O:43])[CH2:36][CH2:37][CH2:38][CH2:39][CH2:40][CH:41]=[CH2:42].CCN(C(C)C)C(C)C. (4) The reactants are: [CH3:1][O:2][C:3](=[O:25])[CH2:4][C:5]1[CH:10]=[CH:9][CH:8]=[C:7]([O:11][C:12]2[CH:17]=[CH:16][C:15]([C:18]([F:21])([F:20])[F:19])=[CH:14][C:13]=2[CH2:22][NH:23][CH3:24])[CH:6]=1.Cl[C:27]([O:29][CH2:30][C:31]1[CH:36]=[CH:35][CH:34]=[CH:33][CH:32]=1)=[O:28]. Given the product [CH3:1][O:2][C:3](=[O:25])[CH2:4][C:5]1[CH:10]=[CH:9][CH:8]=[C:7]([O:11][C:12]2[CH:17]=[CH:16][C:15]([C:18]([F:20])([F:19])[F:21])=[CH:14][C:13]=2[CH2:22][N:23]([C:27]([O:29][CH2:30][C:31]2[CH:36]=[CH:35][CH:34]=[CH:33][CH:32]=2)=[O:28])[CH3:24])[CH:6]=1, predict the reactants needed to synthesize it.